Dataset: Catalyst prediction with 721,799 reactions and 888 catalyst types from USPTO. Task: Predict which catalyst facilitates the given reaction. (1) The catalyst class is: 50. Product: [NH2:11][C@@H:12]([CH2:18][NH:19][C:20]([CH:22]1[CH2:38][CH2:37][C:25]2([CH2:30][CH2:29][N:28]([C:31]3[CH:32]=[CH:33][N:34]=[CH:35][CH:36]=3)[CH2:27][CH2:26]2)[CH2:24][CH2:23]1)=[O:21])[C:13]([O:15][CH2:16][CH3:17])=[O:14]. Reactant: C(OC([NH:11][C@@H:12]([CH2:18][NH:19][C:20]([CH:22]1[CH2:38][CH2:37][C:25]2([CH2:30][CH2:29][N:28]([C:31]3[CH:36]=[CH:35][N:34]=[CH:33][CH:32]=3)[CH2:27][CH2:26]2)[CH2:24][CH2:23]1)=[O:21])[C:13]([O:15][CH2:16][CH3:17])=[O:14])=O)C1C=CC=CC=1. (2) Reactant: [CH3:1][C:2]([O:5][C:6]([N:8]1[CH2:13][CH2:12][C:11](=[O:14])[CH:10]([NH:15][C:16](=O)[CH2:17][O:18][C:19]2[CH:24]=[CH:23][CH:22]=[CH:21][CH:20]=2)[CH2:9]1)=[O:7])([CH3:4])[CH3:3].CC[N+](S(N=C(OC)[O-])(=O)=O)(CC)CC. Product: [CH3:4][C:2]([O:5][C:6]([N:8]1[CH2:13][CH2:12][C:11]2[O:14][C:16]([CH2:17][O:18][C:19]3[CH:20]=[CH:21][CH:22]=[CH:23][CH:24]=3)=[N:15][C:10]=2[CH2:9]1)=[O:7])([CH3:1])[CH3:3]. The catalyst class is: 554. (3) Reactant: [CH3:1][N:2]([CH3:18])[CH:3]([C:5]1[N:14]=[C:13](O)[C:12]2[CH2:11][C:10]([CH3:17])([CH3:16])[CH2:9][CH2:8][C:7]=2[N:6]=1)[CH3:4].C(Cl)(Cl)[Cl:20]. Product: [Cl:20][C:13]1[C:12]2[CH2:11][C:10]([CH3:17])([CH3:16])[CH2:9][CH2:8][C:7]=2[N:6]=[C:5]([CH:3]([N:2]([CH3:18])[CH3:1])[CH3:4])[N:14]=1. The catalyst class is: 286. (4) Reactant: [CH3:1][CH:2]([CH2:7][C:8]([CH3:11])([CH3:10])[CH3:9])[CH2:3][C:4]([OH:6])=O.[CH2:12]([CH:16]([CH2:19][CH2:20][CH2:21][CH2:22][CH2:23][CH3:24])[CH2:17][NH2:18])[CH2:13][CH2:14][CH3:15].CC(N)=NCC1C=CC=C(CN)C=1.Cl.Cl. Product: [CH3:1][CH:2]([CH2:7][C:8]([CH3:11])([CH3:10])[CH3:9])[CH2:3][C:4]([NH:18][CH2:17][CH:16]([CH2:12][CH2:13][CH2:14][CH3:15])[CH2:19][CH2:20][CH2:21][CH2:22][CH2:23][CH3:24])=[O:6]. The catalyst class is: 194. (5) Reactant: C([O:9][CH2:10][CH2:11][N:12]1[C:20]2[C:19](Cl)=[N:18][CH:17]=[N:16][C:15]=2[CH:14]=[CH:13]1)(=O)C1C=CC=CC=1.[Cl:22][C:23]1[CH:24]=[C:25]([NH2:41])[CH:26]=[N:27][C:28]=1[O:29][C:30]1[CH:35]=[CH:34][CH:33]=[C:32]([O:36][C:37]([F:40])([F:39])[F:38])[CH:31]=1.[OH-].[Na+].O. Product: [Cl:22][C:23]1[CH:24]=[C:25]([NH:41][C:19]2[C:20]3[N:12]([CH2:11][CH2:10][OH:9])[CH:13]=[CH:14][C:15]=3[N:16]=[CH:17][N:18]=2)[CH:26]=[N:27][C:28]=1[O:29][C:30]1[CH:35]=[CH:34][CH:33]=[C:32]([O:36][C:37]([F:38])([F:39])[F:40])[CH:31]=1. The catalyst class is: 32. (6) Reactant: C([O:4][CH2:5][C:6]1[CH:7]=[C:8]2[CH2:15][CH2:14][CH2:13][O:12][C:9]2=[CH:10][N:11]=1)(=O)C.[OH-].[Na+].C(=O)([O-])[O-].[K+].[K+]. Product: [O:12]1[C:9]2=[CH:10][N:11]=[C:6]([CH2:5][OH:4])[CH:7]=[C:8]2[CH2:15][CH2:14][CH2:13]1. The catalyst class is: 30. (7) Product: [CH3:24][N:25]1[CH:29]=[C:28]([C:2]2[C:3]3[N:4]([C:12]([C:15]([N:17]4[CH2:22][C@@H:21]5[CH2:23][C@H:18]4[CH2:19][O:20]5)=[O:16])=[CH:13][N:14]=3)[CH:5]=[C:6]([C:8]([F:10])([F:11])[F:9])[CH:7]=2)[CH:27]=[N:26]1. Reactant: Br[C:2]1[C:3]2[N:4]([C:12]([C:15]([N:17]3[CH2:22][C@@H:21]4[CH2:23][C@H:18]3[CH2:19][O:20]4)=[O:16])=[CH:13][N:14]=2)[CH:5]=[C:6]([C:8]([F:11])([F:10])[F:9])[CH:7]=1.[CH3:24][N:25]1[CH:29]=[C:28](B2OC(C)(C)C(C)(C)O2)[CH:27]=[N:26]1.C(=O)([O-])[O-].[Cs+].[Cs+].Cl. The catalyst class is: 57. (8) Reactant: [OH-].[Na+].[CH3:3][N:4]([C:13]1[CH:14]=[C:15]([C:19]2[CH:24]=[CH:23][C:22](/[CH:25]=[C:26](\[CH2:32][CH2:33][CH3:34])/[C:27]([O:29]CC)=[O:28])=[CH:21][CH:20]=2)[CH:16]=[CH:17][CH:18]=1)[C:5]([NH:7][CH2:8][CH2:9][CH2:10][CH2:11][CH3:12])=[O:6]. Product: [CH3:3][N:4]([C:13]1[CH:14]=[C:15]([C:19]2[CH:24]=[CH:23][C:22](/[CH:25]=[C:26](\[CH2:32][CH2:33][CH3:34])/[C:27]([OH:29])=[O:28])=[CH:21][CH:20]=2)[CH:16]=[CH:17][CH:18]=1)[C:5]([NH:7][CH2:8][CH2:9][CH2:10][CH2:11][CH3:12])=[O:6]. The catalyst class is: 8. (9) Reactant: [F:1][C:2]([F:40])([F:39])[C:3]1[CH:4]=[C:5]([C@H:13]2[O:17][C:16](=[O:18])[N:15]([CH2:19][C:20]3[CH:25]=[C:24]([C:26]([F:29])([F:28])[F:27])[CH:23]=[CH:22][C:21]=3[C:30]3[CH:35]=[CH:34][CH:33]=[CH:32][C:31]=3[O:36][CH3:37])[C@H:14]2[CH3:38])[CH:6]=[C:7]([C:9]([F:12])([F:11])[F:10])[CH:8]=1.[N+:41]([O-])([OH:43])=[O:42]. Product: [F:40][C:2]([F:1])([F:39])[C:3]1[CH:4]=[C:5]([C@H:13]2[O:17][C:16](=[O:18])[N:15]([CH2:19][C:20]3[CH:25]=[C:24]([C:26]([F:28])([F:29])[F:27])[CH:23]=[CH:22][C:21]=3[C:30]3[CH:35]=[C:34]([N+:41]([O-:43])=[O:42])[CH:33]=[CH:32][C:31]=3[O:36][CH3:37])[C@H:14]2[CH3:38])[CH:6]=[C:7]([C:9]([F:11])([F:10])[F:12])[CH:8]=1. The catalyst class is: 52.